This data is from Reaction yield outcomes from USPTO patents with 853,638 reactions. The task is: Predict the reaction yield, written as a fraction of the theoretical maximum amount of product (1.0 means a 100% yield; for example, 0.34 means a 34% yield). The reactants are ClC1C(=O)C(C#N)=C(C#N)C(=O)C=1Cl.[CH2:15]([C:18]1[C:35]2[CH2:34][C:33]3[C:24](=[C:25]([CH2:39][CH2:40][CH3:41])[C:26]4[C:31]([C:32]=3[CH2:36][CH2:37][CH3:38])=[CH:30][CH:29]=[CH:28][CH:27]=4)[CH2:23][C:22]=2[C:21]([CH2:42][CH2:43][CH3:44])=[C:20]([C:45]([O:47][CH3:48])=[O:46])[C:19]=1[C:49]([O:51][CH3:52])=[O:50])[CH2:16][CH3:17]. The catalyst is O1CCOCC1. The product is [CH2:15]([C:18]1[C:35]2[C:22](=[CH:23][C:24]3[C:33]([CH:34]=2)=[C:32]([CH2:36][CH2:37][CH3:38])[C:31]2[C:26](=[CH:27][CH:28]=[CH:29][CH:30]=2)[C:25]=3[CH2:39][CH2:40][CH3:41])[C:21]([CH2:42][CH2:43][CH3:44])=[C:20]([C:45]([O:47][CH3:48])=[O:46])[C:19]=1[C:49]([O:51][CH3:52])=[O:50])[CH2:16][CH3:17]. The yield is 0.970.